Dataset: NCI-60 drug combinations with 297,098 pairs across 59 cell lines. Task: Regression. Given two drug SMILES strings and cell line genomic features, predict the synergy score measuring deviation from expected non-interaction effect. (1) Drug 1: C(CC(=O)O)C(=O)CN.Cl. Drug 2: CN(C(=O)NC(C=O)C(C(C(CO)O)O)O)N=O. Cell line: HT29. Synergy scores: CSS=2.99, Synergy_ZIP=1.67, Synergy_Bliss=2.69, Synergy_Loewe=3.44, Synergy_HSA=1.05. (2) Drug 1: CC1=C(C=C(C=C1)NC2=NC=CC(=N2)N(C)C3=CC4=NN(C(=C4C=C3)C)C)S(=O)(=O)N.Cl. Drug 2: CC1=C(C=C(C=C1)C(=O)NC2=CC(=CC(=C2)C(F)(F)F)N3C=C(N=C3)C)NC4=NC=CC(=N4)C5=CN=CC=C5. Cell line: SF-539. Synergy scores: CSS=9.33, Synergy_ZIP=-2.32, Synergy_Bliss=1.59, Synergy_Loewe=0.137, Synergy_HSA=1.50. (3) Drug 1: C1=NC(=NC(=O)N1C2C(C(C(O2)CO)O)O)N. Drug 2: CC1CCC2CC(C(=CC=CC=CC(CC(C(=O)C(C(C(=CC(C(=O)CC(OC(=O)C3CCCCN3C(=O)C(=O)C1(O2)O)C(C)CC4CCC(C(C4)OC)OCCO)C)C)O)OC)C)C)C)OC. Cell line: NCI-H322M. Synergy scores: CSS=17.7, Synergy_ZIP=-9.38, Synergy_Bliss=-7.05, Synergy_Loewe=-5.48, Synergy_HSA=-4.86. (4) Synergy scores: CSS=23.8, Synergy_ZIP=-7.54, Synergy_Bliss=0.372, Synergy_Loewe=-48.4, Synergy_HSA=-0.728. Cell line: A498. Drug 1: C1C(C(OC1N2C=C(C(=O)NC2=O)F)CO)O. Drug 2: C(CN)CNCCSP(=O)(O)O. (5) Synergy scores: CSS=15.4, Synergy_ZIP=-0.0613, Synergy_Bliss=6.83, Synergy_Loewe=2.64, Synergy_HSA=6.14. Drug 2: CS(=O)(=O)CCNCC1=CC=C(O1)C2=CC3=C(C=C2)N=CN=C3NC4=CC(=C(C=C4)OCC5=CC(=CC=C5)F)Cl. Drug 1: CC1=CC2C(CCC3(C2CCC3(C(=O)C)OC(=O)C)C)C4(C1=CC(=O)CC4)C. Cell line: NCI/ADR-RES. (6) Drug 1: C1CCC(CC1)NC(=O)N(CCCl)N=O. Drug 2: C1CC(=O)NC(=O)C1N2C(=O)C3=CC=CC=C3C2=O. Cell line: MOLT-4. Synergy scores: CSS=30.4, Synergy_ZIP=2.39, Synergy_Bliss=2.54, Synergy_Loewe=-17.0, Synergy_HSA=1.00. (7) Cell line: HCC-2998. Drug 1: CCC1=CC2CC(C3=C(CN(C2)C1)C4=CC=CC=C4N3)(C5=C(C=C6C(=C5)C78CCN9C7C(C=CC9)(C(C(C8N6C)(C(=O)OC)O)OC(=O)C)CC)OC)C(=O)OC.C(C(C(=O)O)O)(C(=O)O)O. Synergy scores: CSS=47.6, Synergy_ZIP=-6.32, Synergy_Bliss=-7.30, Synergy_Loewe=-6.04, Synergy_HSA=-4.84. Drug 2: CCC1=C2CN3C(=CC4=C(C3=O)COC(=O)C4(CC)O)C2=NC5=C1C=C(C=C5)O. (8) Drug 1: C1CN(CCN1C(=O)CCBr)C(=O)CCBr. Drug 2: CC(C)CN1C=NC2=C1C3=CC=CC=C3N=C2N. Cell line: OVCAR3. Synergy scores: CSS=20.4, Synergy_ZIP=-1.35, Synergy_Bliss=1.80, Synergy_Loewe=-3.08, Synergy_HSA=-4.05.